This data is from Full USPTO retrosynthesis dataset with 1.9M reactions from patents (1976-2016). The task is: Predict the reactants needed to synthesize the given product. (1) Given the product [Br:3][C:4]1[C:12]2[C:7](=[N:8][CH:9]=[N:10][C:11]=2[O:18][CH3:17])[NH:6][N:5]=1, predict the reactants needed to synthesize it. The reactants are: [H-].[Na+].[Br:3][C:4]1[C:12]2[C:7](=[N:8][CH:9]=[N:10][C:11]=2Cl)[NH:6][N:5]=1.C[Si](C)(C)C[CH2:17][O:18]CCl. (2) The reactants are: C(NC(C)C)(C)C.[Li]CCCC.[C:13]([NH:17][C:18](=[O:20])[OH:19])([CH3:16])([CH3:15])[CH3:14].[CH:21]1([S:24]([NH2:27])(=[O:26])=[O:25])[CH2:23][CH2:22]1.Br[CH2:29][CH2:30][CH2:31][CH2:32][CH2:33][CH2:34][CH2:35][CH2:36][CH2:37][CH2:38][CH2:39][CH2:40][O:41][Si:42]([C:45]([CH3:48])([CH3:47])[CH3:46])([CH3:44])[CH3:43].[NH4+].[Cl-]. Given the product [C:13]([NH:17][C:18](=[O:19])[OH:20])([CH3:16])([CH3:15])[CH3:14].[C:45]([Si:42]([CH3:43])([CH3:44])[O:41][CH2:40][CH2:39][CH2:38][CH2:37][CH2:36][CH2:35][CH2:34][CH2:33][CH2:32][CH2:31][CH2:30][CH2:29][C:21]1([S:24]([NH2:27])(=[O:26])=[O:25])[CH2:23][CH2:22]1)([CH3:48])([CH3:47])[CH3:46], predict the reactants needed to synthesize it. (3) Given the product [Br:10][C:5]1([P:13]([O:14][CH2:15][CH3:16])(=[O:17])[O:20][CH2:21][CH3:22])[C:4]([P:13]([O:20][CH2:21][CH3:22])(=[O:17])[O:14][CH2:15][CH3:16])=[C:3]([CH3:11])[C:2]([Br:1])=[CH:7][CH:6]1[CH3:8], predict the reactants needed to synthesize it. The reactants are: [Br:1][C:2]1[CH:7]=[C:6]([CH2:8]Br)[C:5]([Br:10])=[CH:4][C:3]=1[CH2:11]Br.[P:13]([O:20][CH2:21][CH3:22])([O:17]CC)[O:14][CH2:15][CH3:16]. (4) Given the product [Cl:1][C:2]1[CH:27]=[CH:26][C:5]2[C:6](=[O:25])[N:7]=[C:8]([C:10]3[N:15]=[C:14]([CH2:16][CH2:17][C:18]([O:20][CH2:28][CH3:29])=[O:19])[CH:13]=[C:12]([S:21]([CH3:24])(=[O:22])=[O:23])[CH:11]=3)[S:9][C:4]=2[CH:3]=1, predict the reactants needed to synthesize it. The reactants are: [Cl:1][C:2]1[CH:27]=[CH:26][C:5]2[C:6](=[O:25])[N:7]=[C:8]([C:10]3[N:15]=[C:14]([CH2:16][CH2:17][C:18]([OH:20])=[O:19])[CH:13]=[C:12]([S:21]([CH3:24])(=[O:23])=[O:22])[CH:11]=3)[S:9][C:4]=2[CH:3]=1.[CH2:28](O)[CH3:29].C1C=CC2N(O)N=NC=2C=1.O.CCN=C=NCCCN(C)C.